This data is from Forward reaction prediction with 1.9M reactions from USPTO patents (1976-2016). The task is: Predict the product of the given reaction. (1) Given the reactants [N+:1]([C:4]1[C:14]2[CH2:13][CH2:12][N:11]([C:15]([O-:17])=[O:16])[CH2:10][CH2:9][C:8]=2[CH:7]=[CH:6][CH:5]=1)([O-])=O.[CH:18]([Mg]Br)=[CH2:19].[Cl-].[NH4+].[CH2:24]1COCC1, predict the reaction product. The product is: [NH:1]1[C:4]2[C:5](=[CH:6][CH:7]=[C:8]3[CH2:9][CH2:10][N:11]([C:15]([O:17][CH3:24])=[O:16])[CH2:12][CH2:13][C:14]3=2)[CH:19]=[CH:18]1. (2) Given the reactants [CH2:1]([C:4]1[C:5](Cl)=[N:6][CH:7]=[N:8][C:9]=1[Cl:10])[CH:2]=[CH2:3].C([Sn](CCCC)(CCCC)[C:17]1[CH:22]=[CH:21][CH:20]=[CH:19][N:18]=1)CCC, predict the reaction product. The product is: [CH2:1]([C:4]1[C:9]([Cl:10])=[N:8][CH:7]=[N:6][C:5]=1[C:17]1[CH:22]=[CH:21][CH:20]=[CH:19][N:18]=1)[CH:2]=[CH2:3]. (3) Given the reactants [CH2:1]([O:3][C:4]1[C:8]([CH2:9][CH2:10][CH2:11][OH:12])=[CH:7][N:6]([C:13]2[CH:18]=[CH:17][C:16]([C:19]([F:22])([F:21])[F:20])=[CH:15][N:14]=2)[N:5]=1)[CH3:2].O[C:24]1[CH:29]=[CH:28][CH:27]=[C:26]([O:30][CH3:31])[C:25]=1[CH2:32][CH2:33][C:34]([O:36]CC)=[O:35].C(P(CCCC)CCCC)CCC.N(C(N1CCCCC1)=O)=NC(N1CCCCC1)=O, predict the reaction product. The product is: [CH2:1]([O:3][C:4]1[C:8]([CH2:9][CH2:10][CH2:11][O:12][C:24]2[CH:29]=[CH:28][CH:27]=[C:26]([O:30][CH3:31])[C:25]=2[CH2:32][CH2:33][C:34]([OH:36])=[O:35])=[CH:7][N:6]([C:13]2[CH:18]=[CH:17][C:16]([C:19]([F:21])([F:20])[F:22])=[CH:15][N:14]=2)[N:5]=1)[CH3:2]. (4) Given the reactants C(OC(=O)[NH:7][C:8]1[CH:13]=[CH:12][CH:11]=[C:10]([C:14]2([OH:41])[CH2:19][CH2:18][CH:17]([N:20]3[CH2:23][CH:22]([NH:24][C:25](=[O:40])[CH2:26][NH:27][C:28](=[O:39])[C:29]4[CH:34]=[CH:33][CH:32]=[C:31]([C:35]([F:38])([F:37])[F:36])[CH:30]=4)[CH2:21]3)[CH2:16][CH2:15]2)[CH:9]=1)(C)(C)C.Cl, predict the reaction product. The product is: [NH2:7][C:8]1[CH:9]=[C:10]([C:14]2([OH:41])[CH2:15][CH2:16][CH:17]([N:20]3[CH2:23][CH:22]([NH:24][C:25]([CH2:26][NH:27][C:28](=[O:39])[C:29]4[CH:34]=[CH:33][CH:32]=[C:31]([C:35]([F:38])([F:36])[F:37])[CH:30]=4)=[O:40])[CH2:21]3)[CH2:18][CH2:19]2)[CH:11]=[CH:12][CH:13]=1. (5) Given the reactants [OH:1][CH:2]([CH2:18][N:19]1[CH2:24][CH2:23][O:22][CH2:21][CH2:20]1)[CH2:3][N:4]1[CH2:10][CH2:9][CH2:8][C:7]2[NH:11][C:12]([CH:15]=O)=[C:13]([CH3:14])[C:6]=2[C:5]1=[O:17].[CH3:25][C:26]1[CH:34]=[CH:33][CH:32]=[C:31]2[C:27]=1[CH2:28][C:29](=[O:35])[NH:30]2.N1CCCCC1, predict the reaction product. The product is: [OH:1][C@H:2]([CH2:18][N:19]1[CH2:24][CH2:23][O:22][CH2:21][CH2:20]1)[CH2:3][N:4]1[CH2:10][CH2:9][CH2:8][C:7]2[NH:11][C:12](/[CH:15]=[C:28]3\[C:29](=[O:35])[NH:30][C:31]4[C:27]\3=[C:26]([CH3:25])[CH:34]=[CH:33][CH:32]=4)=[C:13]([CH3:14])[C:6]=2[C:5]1=[O:17]. (6) Given the reactants [CH:1]1([CH2:7][N:8]2[C:12]([CH3:13])=[C:11]([C:14](=[O:20])[NH:15][CH:16]3[CH2:19][O:18][CH2:17]3)[CH:10]=[C:9]2[C:21]2[CH:22]=[C:23]([CH:28]=[C:29]([C:31]([F:34])([F:33])[F:32])[CH:30]=2)[C:24]([O:26]C)=[O:25])[CH2:6][CH2:5][CH2:4][CH2:3][CH2:2]1.O[Li].O.Cl, predict the reaction product. The product is: [CH:1]1([CH2:7][N:8]2[C:12]([CH3:13])=[C:11]([C:14](=[O:20])[NH:15][CH:16]3[CH2:17][O:18][CH2:19]3)[CH:10]=[C:9]2[C:21]2[CH:22]=[C:23]([CH:28]=[C:29]([C:31]([F:33])([F:34])[F:32])[CH:30]=2)[C:24]([OH:26])=[O:25])[CH2:6][CH2:5][CH2:4][CH2:3][CH2:2]1. (7) Given the reactants [NH2:1][C:2]1[CH:12]=[CH:11][C:5]([C:6]([O:8][CH2:9][CH3:10])=[O:7])=[CH:4][CH:3]=1.C(N(CC)CC)C.[F:20][C:21]1[CH:29]=[CH:28][C:24]([C:25](Cl)=[O:26])=[CH:23][CH:22]=1, predict the reaction product. The product is: [F:20][C:21]1[CH:29]=[CH:28][C:24]([C:25]([NH:1][C:2]2[CH:3]=[CH:4][C:5]([C:6]([O:8][CH2:9][CH3:10])=[O:7])=[CH:11][CH:12]=2)=[O:26])=[CH:23][CH:22]=1. (8) The product is: [CH2:1]([O:8][C:12]1[CH:17]=[C:16]([NH2:18])[CH:15]=[CH:14][N:13]=1)[C:2]1[CH:7]=[CH:6][CH:5]=[CH:4][CH:3]=1. Given the reactants [CH2:1]([OH:8])[C:2]1[CH:7]=[CH:6][CH:5]=[CH:4][CH:3]=1.[H-].[Na+].Cl[C:12]1[CH:17]=[C:16]([NH2:18])[CH:15]=[CH:14][N:13]=1.O, predict the reaction product.